Dataset: Forward reaction prediction with 1.9M reactions from USPTO patents (1976-2016). Task: Predict the product of the given reaction. (1) Given the reactants [CH3:1][C:2]1[S:27][C:5]2[C:6]3[C:11]([C:12]([O:14]CC)=[O:13])=[N:10][N:9]([C:17]4[CH:22]=[CH:21][C:20]([CH3:23])=[CH:19][CH:18]=4)[C:8](=[O:24])[C:7]=3[N:25]([CH3:26])[C:4]=2[CH:3]=1.[OH-].[Na+], predict the reaction product. The product is: [CH3:1][C:2]1[S:27][C:5]2[C:6]3[C:11]([C:12]([OH:14])=[O:13])=[N:10][N:9]([C:17]4[CH:18]=[CH:19][C:20]([CH3:23])=[CH:21][CH:22]=4)[C:8](=[O:24])[C:7]=3[N:25]([CH3:26])[C:4]=2[CH:3]=1. (2) Given the reactants C(C1NC=CN=1)(C1[NH:4]C=CN=1)=O.[F:13][C:14]1[CH:15]=[C:16]([C:19]([OH:21])=O)[NH:17][CH:18]=1.[NH4+].[OH-], predict the reaction product. The product is: [F:13][C:14]1[CH:15]=[C:16]([C:19]([NH2:4])=[O:21])[NH:17][CH:18]=1. (3) Given the reactants [F:1][C@@H:2]1[CH2:6][N:5]([C:7]([C:9]2[C:10]([C:16]3[CH:21]=[CH:20][C:19]([O:22][CH2:23][CH:24]4[CH2:29][CH2:28][N:27]([CH2:30][C:31]([F:34])([CH3:33])[CH3:32])[CH2:26][CH2:25]4)=[CH:18][CH:17]=3)=[CH:11][CH:12]=[CH:13][C:14]=2[F:15])=[O:8])[C@H:4]([C:35](O)=[O:36])[CH2:3]1.[Cl-].[NH4+].C(Cl)CCl.C1C=CC2N(O)N=[N:50]C=2C=1.CCN(C(C)C)C(C)C, predict the reaction product. The product is: [F:1][C@@H:2]1[CH2:6][N:5]([C:7]([C:9]2[C:10]([C:16]3[CH:21]=[CH:20][C:19]([O:22][CH2:23][CH:24]4[CH2:25][CH2:26][N:27]([CH2:30][C:31]([F:34])([CH3:32])[CH3:33])[CH2:28][CH2:29]4)=[CH:18][CH:17]=3)=[CH:11][CH:12]=[CH:13][C:14]=2[F:15])=[O:8])[C@H:4]([C:35]([NH2:50])=[O:36])[CH2:3]1. (4) Given the reactants [CH2:1]([NH:4][C:5](=[O:13])[C:6]1[CH:11]=[CH:10][C:9](Br)=[CH:8][CH:7]=1)[CH2:2][CH3:3].[C:14]1(B(O)O)[CH:19]=[CH:18][CH:17]=[CH:16][CH:15]=1, predict the reaction product. The product is: [CH2:1]([NH:4][C:5](=[O:13])[C:6]1[CH:11]=[CH:10][C:9]([C:14]2[CH:19]=[CH:18][CH:17]=[CH:16][CH:15]=2)=[CH:8][CH:7]=1)[CH2:2][CH3:3]. (5) Given the reactants C([Si](C)(C)[O:6][C@@H:7]1[C@@:11]([CH:31]([NH:40][CH2:41][C:42]2[CH:47]=[CH:46][CH:45]=[CH:44][CH:43]=2)[NH:32][CH2:33][C:34]2[CH:39]=[CH:38][CH:37]=[CH:36][CH:35]=2)([CH2:12][O:13][Si](C(C)(C)C)(C2C=CC=CC=2)C2C=CC=CC=2)[O:10][C@@H:9]([N:48]2[CH:55]=[CH:54][C:52](=[O:53])[NH:51][C:49]2=[O:50])[CH2:8]1)(C)(C)C.[F-].C([N+](CCCC)(CCCC)CCCC)CCC.C1(CNC([C@]2(CO)O[C@@H](N3C=C(C)C(=O)NC3=O)C[C@@H]2O)NCC2C=CC=CC=2)C=CC=CC=1, predict the reaction product. The product is: [C:34]1([CH2:33][NH:32][CH:31]([C@:11]2([CH2:12][OH:13])[O:10][C@@H:9]([N:48]3[CH:55]=[CH:54][C:52](=[O:53])[NH:51][C:49]3=[O:50])[CH2:8][C@@H:7]2[OH:6])[NH:40][CH2:41][C:42]2[CH:43]=[CH:44][CH:45]=[CH:46][CH:47]=2)[CH:39]=[CH:38][CH:37]=[CH:36][CH:35]=1. (6) Given the reactants [NH2:1][C:2]1[O:6][N:5]=[C:4]([CH3:7])[C:3]=1[Br:8].[Br:9][C:10]1[CH:15]=[CH:14][C:13]([S:16](Cl)(=[O:18])=[O:17])=[CH:12][CH:11]=1, predict the reaction product. The product is: [Br:9][C:10]1[CH:15]=[CH:14][C:13]([S:16]([NH:1][C:2]2[O:6][N:5]=[C:4]([CH3:7])[C:3]=2[Br:8])(=[O:18])=[O:17])=[CH:12][CH:11]=1. (7) The product is: [C:1]([O:5][C:6]([N:8]1[CH2:13][CH2:12][CH:11]([C:14](=[O:26])[N:15]([CH2:30][CH:29]=[CH2:28])[S:16]([CH2:19][C:20]2[CH:25]=[CH:24][CH:23]=[CH:22][CH:21]=2)(=[O:18])=[O:17])[CH2:10][CH2:9]1)=[O:7])([CH3:4])([CH3:2])[CH3:3]. Given the reactants [C:1]([O:5][C:6]([N:8]1[CH2:13][CH2:12][CH:11]([C:14](=[O:26])[NH:15][S:16]([CH2:19][C:20]2[CH:25]=[CH:24][CH:23]=[CH:22][CH:21]=2)(=[O:18])=[O:17])[CH2:10][CH2:9]1)=[O:7])([CH3:4])([CH3:3])[CH3:2].Br[CH2:28][CH:29]=[CH2:30].CCN(C(C)C)C(C)C.O, predict the reaction product.